This data is from Full USPTO retrosynthesis dataset with 1.9M reactions from patents (1976-2016). The task is: Predict the reactants needed to synthesize the given product. Given the product [CH3:1][O:2][CH2:3][CH2:4][N:5]([CH3:17])[C:6]1[CH:11]=[CH:10][C:9]([N+:12]([O-:14])=[O:13])=[CH:8][N:7]=1, predict the reactants needed to synthesize it. The reactants are: [CH3:1][O:2][CH2:3][CH2:4][NH:5][C:6]1[CH:11]=[CH:10][C:9]([N+:12]([O-:14])=[O:13])=[CH:8][N:7]=1.[H-].[Na+].[CH3:17]I.